Dataset: Reaction yield outcomes from USPTO patents with 853,638 reactions. Task: Predict the reaction yield, written as a fraction of the theoretical maximum amount of product (1.0 means a 100% yield; for example, 0.34 means a 34% yield). (1) The reactants are [O:1]1[C:5]2[CH:6]=[CH:7][C:8]([C:10]([CH3:14])([CH3:13])[CH:11]=O)=[CH:9][C:4]=2[O:3][CH2:2]1.[NH2:15][OH:16].N1C=CC=CC=1. The catalyst is C(O)C.Cl. The product is [O:1]1[C:5]2[CH:6]=[CH:7][C:8]([C:10]([CH3:14])([CH3:13])[CH:11]=[N:15][OH:16])=[CH:9][C:4]=2[O:3][CH2:2]1. The yield is 0.960. (2) The reactants are [Cl:1][C:2]1[C:3]([O:12][C:13]2[CH:18]=[C:17]([O:19][CH2:20][C:21]3[O:22][CH:23]=[CH:24][CH:25]=3)[CH:16]=[CH:15][C:14]=2[CH2:26][CH2:27][C:28](OCC)=[O:29])=[N:4][CH:5]=[C:6]([C:8]([F:11])([F:10])[F:9])[CH:7]=1.[H-].C([Al+]CC(C)C)C(C)C.CO.O. The catalyst is C(OCC)C.C1(C)C=CC=CC=1. The product is [Cl:1][C:2]1[C:3]([O:12][C:13]2[CH:18]=[C:17]([O:19][CH2:20][C:21]3[O:22][CH:23]=[CH:24][CH:25]=3)[CH:16]=[CH:15][C:14]=2[CH2:26][CH2:27][CH2:28][OH:29])=[N:4][CH:5]=[C:6]([C:8]([F:11])([F:10])[F:9])[CH:7]=1. The yield is 0.770.